This data is from Full USPTO retrosynthesis dataset with 1.9M reactions from patents (1976-2016). The task is: Predict the reactants needed to synthesize the given product. (1) Given the product [NH2:17][C:16]1[C:3]2[CH:4]=[N:5][C:6]3[CH:7]=[C:8]([O:14][CH3:15])[C:9]([O:12][CH3:13])=[CH:10][C:11]=3[C:2]=2[S:1][C:24]=1[C:23]([C:22]1[CH:27]=[CH:28][C:19]([F:18])=[CH:20][CH:21]=1)=[O:26], predict the reactants needed to synthesize it. The reactants are: [SH:1][C:2]1[C:11]2[C:6](=[CH:7][C:8]([O:14][CH3:15])=[C:9]([O:12][CH3:13])[CH:10]=2)[N:5]=[CH:4][C:3]=1[C:16]#[N:17].[F:18][C:19]1[CH:28]=[CH:27][C:22]([C:23](=[O:26])[CH2:24]Br)=[CH:21][CH:20]=1.[OH-].[Na+]. (2) The reactants are: [F:1][C:2]1[CH:10]=[CH:9][CH:8]=[C:7]2[C:3]=1[CH2:4][N:5]([C:11]([O:13][C@H:14]1[CH2:51][N:17]3[C:18](=[O:50])[C@@H:19]([NH:42][C:43]([O:45][C:46]([CH3:49])([CH3:48])[CH3:47])=[O:44])[CH2:20][O:21][CH2:22][CH2:23][CH2:24][CH:25]=[CH:26][C@@H:27]4[CH2:32][C@@:28]4([C:33](=[O:41])[NH:34][S:35]([CH:38]4[CH2:40][CH2:39]4)(=[O:37])=[O:36])[NH:29][C:30](=[O:31])[C@@H:16]3[CH2:15]1)=[O:12])[CH2:6]2.[H][H].O.S([O-])(O)(=O)=O.[K+]. Given the product [F:1][C:2]1[CH:10]=[CH:9][CH:8]=[C:7]2[C:3]=1[CH2:4][N:5]([C:11]([O:13][C@H:14]1[CH2:51][N:17]3[C:18](=[O:50])[C@@H:19]([NH:42][C:43]([O:45][C:46]([CH3:47])([CH3:49])[CH3:48])=[O:44])[CH2:20][O:21][CH2:22][CH2:23][CH2:24][CH2:25][CH2:26][C@@H:27]4[CH2:32][C@@:28]4([C:33](=[O:41])[NH:34][S:35]([CH:38]4[CH2:40][CH2:39]4)(=[O:36])=[O:37])[NH:29][C:30](=[O:31])[C@@H:16]3[CH2:15]1)=[O:12])[CH2:6]2, predict the reactants needed to synthesize it. (3) Given the product [F:11][C:10]([F:13])([F:12])[C:9]1[C:5]2[CH2:4][CH2:3][C:2]3([S:23][CH2:20][CH2:21][S:22]3)[C:6]=2[N:7]([CH2:14][C:15]([O:17][CH2:18][CH3:19])=[O:16])[N:8]=1, predict the reactants needed to synthesize it. The reactants are: O=[C:2]1[C:6]2[N:7]([CH2:14][C:15]([O:17][CH2:18][CH3:19])=[O:16])[N:8]=[C:9]([C:10]([F:13])([F:12])[F:11])[C:5]=2[CH2:4][CH2:3]1.[CH2:20]([SH:23])[CH2:21][SH:22].B(F)(F)F. (4) Given the product [CH3:37][N:26]([CH2:27][C:28]1[CH:33]=[CH:32][CH:31]=[C:30]([N+:34]([O-:36])=[O:35])[CH:29]=1)[C:25]1[C:21]([C:19]([NH2:18])=[O:20])=[N:22][NH:23][CH:24]=1, predict the reactants needed to synthesize it. The reactants are: O.C1(C)C=CC(S(O)(=O)=O)=CC=1.COC1C=C(OC)C=CC=1C[NH:18][C:19]([C:21]1[C:25]([N:26]([CH3:37])[CH2:27][C:28]2[CH:33]=[CH:32][CH:31]=[C:30]([N+:34]([O-:36])=[O:35])[CH:29]=2)=[CH:24][NH:23][N:22]=1)=[O:20].CO.[OH-].[Na+]. (5) The reactants are: [C:1]([C:5]1[CH:10]=[CH:9][C:8]([C:11]2[S:19][C:18]3[C:17](OS(C4C=CC=CC=4)(=O)=O)=[N:16][C:15]([C:30]4[CH:35]=[CH:34][N:33]=[CH:32][CH:31]=4)=[N:14][C:13]=3[CH:12]=2)=[CH:7][CH:6]=1)([CH3:4])([CH3:3])[CH3:2].[NH:36]1[CH2:42][CH2:41][CH2:40][NH:39][CH2:38][CH2:37]1.CCN(CC)CC. Given the product [C:1]([C:5]1[CH:10]=[CH:9][C:8]([C:11]2[S:19][C:18]3[C:17]([N:36]4[CH2:42][CH2:41][CH2:40][NH:39][CH2:38][CH2:37]4)=[N:16][C:15]([C:30]4[CH:31]=[CH:32][N:33]=[CH:34][CH:35]=4)=[N:14][C:13]=3[CH:12]=2)=[CH:7][CH:6]=1)([CH3:3])([CH3:4])[CH3:2], predict the reactants needed to synthesize it.